This data is from Full USPTO retrosynthesis dataset with 1.9M reactions from patents (1976-2016). The task is: Predict the reactants needed to synthesize the given product. (1) Given the product [CH:1]([N:14]1[CH2:19][CH2:18][N:17]([NH:20][C:21]([CH:23]2[CH2:28][NH:27][CH2:26][CH2:25][N:24]2[S:36]([C:39]2[CH:44]=[CH:43][C:42]([O:45][CH3:46])=[C:41]([O:47][CH3:48])[CH:40]=2)(=[O:38])=[O:37])=[O:22])[CH2:16][CH2:15]1)([C:2]1[CH:7]=[CH:6][CH:5]=[CH:4][CH:3]=1)[C:8]1[CH:13]=[CH:12][CH:11]=[CH:10][CH:9]=1, predict the reactants needed to synthesize it. The reactants are: [CH:1]([N:14]1[CH2:19][CH2:18][N:17]([NH:20][C:21]([CH:23]2[CH2:28][N:27](C(OC(C)(C)C)=O)[CH2:26][CH2:25][N:24]2[S:36]([C:39]2[CH:44]=[CH:43][C:42]([O:45][CH3:46])=[C:41]([O:47][CH3:48])[CH:40]=2)(=[O:38])=[O:37])=[O:22])[CH2:16][CH2:15]1)([C:8]1[CH:13]=[CH:12][CH:11]=[CH:10][CH:9]=1)[C:2]1[CH:7]=[CH:6][CH:5]=[CH:4][CH:3]=1.FC(F)(F)C(O)=O. (2) Given the product [CH3:19][O:18][C:12]1[CH:11]=[C:10]2[C:15](=[C:14]([CH3:16])[C:13]=1[CH3:17])[N:6]([CH2:5][CH2:4][NH2:1])[CH2:7][C:8]1([CH2:20][CH2:21][CH2:22]1)[CH2:9]2, predict the reactants needed to synthesize it. The reactants are: [N:1]([CH2:4][CH2:5][N:6]1[C:15]2[C:10](=[CH:11][C:12]([O:18][CH3:19])=[C:13]([CH3:17])[C:14]=2[CH3:16])[CH2:9][C:8]2([CH2:22][CH2:21][CH2:20]2)[CH2:7]1)=[N+]=[N-].C(OC(=O)C)C. (3) Given the product [C:19]([C:20]1[CH:27]=[CH:26][C:23]([CH2:24][NH:25][C:4](=[O:6])[C:3]([O:2][CH3:1])([C:8]2[C:17]3[C:12](=[CH:13][CH:14]=[CH:15][CH:16]=3)[CH:11]=[CH:10][CH:9]=2)[CH3:7])=[CH:22][CH:21]=1)#[N:18], predict the reactants needed to synthesize it. The reactants are: [CH3:1][O:2][C:3]([C:8]1[C:17]2[C:12](=[CH:13][CH:14]=[CH:15][CH:16]=2)[CH:11]=[CH:10][CH:9]=1)([CH3:7])[C:4]([OH:6])=O.[NH2:18][CH2:19][C:20]1[CH:27]=[CH:26][C:23]([C:24]#[N:25])=[CH:22][CH:21]=1. (4) Given the product [CH2:1]([N:7]1[CH2:12][CH2:11][C:10]([CH3:21])([C:13]2[CH:18]=[CH:17][CH:16]=[C:15]([CH:19]=[O:24])[CH:14]=2)[CH:9]([CH3:22])[CH2:8]1)[CH2:2][CH2:3][CH2:4][CH2:5][CH3:6], predict the reactants needed to synthesize it. The reactants are: [CH2:1]([N:7]1[CH2:12][CH2:11][C:10]([CH3:21])([C:13]2[CH:18]=[CH:17][CH:16]=[C:15]([CH:19]=C)[CH:14]=2)[CH:9]([CH3:22])[CH2:8]1)[CH2:2][CH2:3][CH2:4][CH2:5][CH3:6].I([O-])(=O)(=O)=[O:24].[Na+]. (5) Given the product [CH:4]1([C:8]2[S:9][CH:10]=[C:11]([C:13]([OH:15])=[O:14])[N:12]=2)[CH2:5][CH2:6][CH2:7]1, predict the reactants needed to synthesize it. The reactants are: O.[OH-].[Li+].[CH:4]1([C:8]2[S:9][CH:10]=[C:11]([C:13]([O:15]CC)=[O:14])[N:12]=2)[CH2:7][CH2:6][CH2:5]1.Cl. (6) Given the product [CH:1]1([N:4]2[CH2:27][CH2:26][C:7]3[N:8](/[CH:16]=[C:17](/[C:20]4[CH:21]=[CH:22][N:23]=[CH:24][CH:25]=4)\[CH3:18])[C:9]4[CH:10]=[CH:11][C:12]([CH3:15])=[CH:13][C:14]=4[C:6]=3[CH2:5]2)[CH2:2][CH2:3]1, predict the reactants needed to synthesize it. The reactants are: [CH:1]1([N:4]2[CH2:27][CH2:26][C:7]3[N:8]([CH2:16][C:17]([C:20]4[CH:25]=[CH:24][N:23]=[CH:22][CH:21]=4)(O)[CH3:18])[C:9]4[CH:10]=[CH:11][C:12]([CH3:15])=[CH:13][C:14]=4[C:6]=3[CH2:5]2)[CH2:3][CH2:2]1. (7) Given the product [OH:10][CH:9]1[CH2:8][CH2:7][N:6]([C:13]([O:15][C:16]([CH3:19])([CH3:18])[CH3:17])=[O:14])[CH2:5][CH:4]1[C:3]([F:2])([F:11])[F:12], predict the reactants needed to synthesize it. The reactants are: Cl.[F:2][C:3]([F:12])([F:11])[CH:4]1[CH:9]([OH:10])[CH2:8][CH2:7][NH:6][CH2:5]1.[C:13](O[C:13]([O:15][C:16]([CH3:19])([CH3:18])[CH3:17])=[O:14])([O:15][C:16]([CH3:19])([CH3:18])[CH3:17])=[O:14].C(N(C(C)C)C(C)C)C. (8) Given the product [C:1]([N:8]([CH2:16][C:17]1[C:26]2[C:21](=[CH:22][CH:23]=[CH:24][CH:25]=2)[C:20]([C:27]([OH:29])=[O:28])=[CH:19][CH:18]=1)[CH2:9][C:10]1[N:11]([CH3:15])[CH:12]=[CH:13][N:14]=1)([O:3][C:4]([CH3:7])([CH3:6])[CH3:5])=[O:2], predict the reactants needed to synthesize it. The reactants are: [C:1]([N:8]([CH2:16][C:17]1[C:26]2[C:21](=[CH:22][CH:23]=[CH:24][CH:25]=2)[C:20]([C:27]([O:29]C)=[O:28])=[CH:19][CH:18]=1)[CH2:9][C:10]1[N:11]([CH3:15])[CH:12]=[CH:13][N:14]=1)([O:3][C:4]([CH3:7])([CH3:6])[CH3:5])=[O:2].[OH-].[Na+].C1COCC1. (9) The reactants are: [Cl:1][C:2]1[CH:3]=[C:4]2[C:8](=[CH:9][CH:10]=1)[N:7]([CH3:11])[C:6]([C:12]([OH:14])=O)=[C:5]2[CH3:15].C[O:17][C:18](=[O:38])[CH2:19][CH2:20][C:21]1[CH:26]=[CH:25][C:24]([O:27][C:28]2[CH:33]=[C:32]([Cl:34])[CH:31]=[C:30]([CH2:35][NH2:36])[CH:29]=2)=[CH:23][C:22]=1[CH3:37]. Given the product [Cl:34][C:32]1[CH:33]=[C:28]([CH:29]=[C:30]([CH2:35][NH:36][C:12]([C:6]2[N:7]([CH3:11])[C:8]3[C:4]([C:5]=2[CH3:15])=[CH:3][C:2]([Cl:1])=[CH:10][CH:9]=3)=[O:14])[CH:31]=1)[O:27][C:24]1[CH:25]=[CH:26][C:21]([CH2:20][CH2:19][C:18]([OH:38])=[O:17])=[C:22]([CH3:37])[CH:23]=1, predict the reactants needed to synthesize it.